The task is: Regression. Given a peptide amino acid sequence and an MHC pseudo amino acid sequence, predict their binding affinity value. This is MHC class II binding data.. This data is from Peptide-MHC class II binding affinity with 134,281 pairs from IEDB. (1) The peptide sequence is VVVHITDDNEEPIAA. The MHC is HLA-DQA10301-DQB10302 with pseudo-sequence HLA-DQA10301-DQB10302. The binding affinity (normalized) is 0.126. (2) The peptide sequence is LTKRQDKLCGSLIGM. The MHC is DRB3_0101 with pseudo-sequence DRB3_0101. The binding affinity (normalized) is 0.285. (3) The peptide sequence is LAGDAAGAWRTAAVE. The MHC is HLA-DQA10102-DQB10602 with pseudo-sequence HLA-DQA10102-DQB10602. The binding affinity (normalized) is 0.388.